From a dataset of Forward reaction prediction with 1.9M reactions from USPTO patents (1976-2016). Predict the product of the given reaction. (1) Given the reactants [CH2:1]([O:3][C:4]([CH:6]1[CH:8]2[CH2:9][C:10]3[CH:11]=[C:12]([O:16][CH2:17][C:18]4[CH:23]=[C:22](B5OC(C)(C)C(C)(C)O5)[CH:21]=[CH:20][C:19]=4[F:33])[N:13]=[CH:14][C:15]=3[CH:7]12)=[O:5])[CH3:2].Br[C:35]1[C:40]([CH3:41])=[CH:39][CH:38]=[CH:37][C:36]=1[CH3:42], predict the reaction product. The product is: [F:33][C:19]1[CH:20]=[CH:21][C:22]([C:35]2[C:40]([CH3:41])=[CH:39][CH:38]=[CH:37][C:36]=2[CH3:42])=[CH:23][C:18]=1[CH2:17][O:16][C:12]1[N:13]=[CH:14][C:15]2[C@@H:7]3[C@@H:6]([C:4]([O:3][CH2:1][CH3:2])=[O:5])[C@@H:8]3[CH2:9][C:10]=2[CH:11]=1. (2) Given the reactants [OH:1][C:2]1[CH:9]=[CH:8][C:5]([CH:6]=[O:7])=[CH:4][C:3]=1[O:10][CH3:11].[CH3:12][C:13](OC(OC(O[C:13]([CH3:15])([CH3:14])[CH3:12])=O)=O)([CH3:15])[CH3:14].O, predict the reaction product. The product is: [C:13]([O:1][C:2]1[CH:9]=[CH:8][C:5]([CH:6]=[O:7])=[CH:4][C:3]=1[O:10][CH3:11])([CH3:15])([CH3:14])[CH3:12]. (3) The product is: [C:1]([N:5]1[C:13]2[CH:12]=[CH:11][NH:10][C:9](=[O:14])[C:8]=2[C:7]([C:16]([NH:18][CH:19]([C:23]2[CH:24]=[CH:25][C:26]([O:29][C:30]([F:31])([F:33])[F:32])=[CH:27][CH:28]=2)[CH2:20][O:21][CH3:22])=[O:17])=[N:6]1)([CH3:4])([CH3:2])[CH3:3]. Given the reactants [C:1]([N:5]1[C:13]2[CH:12]=[CH:11][N:10]=[C:9]([O:14]C)[C:8]=2[C:7]([C:16]([NH:18][CH:19]([C:23]2[CH:28]=[CH:27][C:26]([O:29][C:30]([F:33])([F:32])[F:31])=[CH:25][CH:24]=2)[CH2:20][O:21][CH3:22])=[O:17])=[N:6]1)([CH3:4])([CH3:3])[CH3:2].Cl[Si](C)(C)C.[I-].[Na+], predict the reaction product.